From a dataset of Catalyst prediction with 721,799 reactions and 888 catalyst types from USPTO. Predict which catalyst facilitates the given reaction. (1) Reactant: [CH3:1][C:2]1[C:3]([C:16]([C:18]2[CH:23]=[CH:22][C:21]([CH2:24]O)=[CH:20][CH:19]=2)=[CH2:17])=[CH:4][C:5]2[C:6]([CH3:15])([CH3:14])[CH2:7][CH2:8][C:9]([CH3:13])([CH3:12])[C:10]=2[CH:11]=1.CS(Cl)(=O)=O.[CH3:31][C:32]1([CH3:39])[NH:36][C:35](=[O:37])[NH:34][C:33]1=[O:38].[H-].[Na+]. Product: [CH3:31][C:32]1([CH3:39])[NH:36][C:35](=[O:37])[N:34]([CH2:24][C:21]2[CH:22]=[CH:23][C:18]([C:16]([C:3]3[C:2]([CH3:1])=[CH:11][C:10]4[C:9]([CH3:13])([CH3:12])[CH2:8][CH2:7][C:6]([CH3:15])([CH3:14])[C:5]=4[CH:4]=3)=[CH2:17])=[CH:19][CH:20]=2)[C:33]1=[O:38]. The catalyst class is: 424. (2) Reactant: C([O:8][C:9]([CH:11]1[CH2:16][CH2:15][CH2:14][N:13]([CH2:17][C:18]2[CH:23]=[CH:22][CH:21]=[CH:20][CH:19]=2)[CH2:12]1)=[O:10])C1C=CC=CC=1.[OH-].[Na+]. Product: [CH2:17]([N:13]1[CH2:14][CH2:15][CH2:16][CH:11]([C:9]([OH:10])=[O:8])[CH2:12]1)[C:18]1[CH:19]=[CH:20][CH:21]=[CH:22][CH:23]=1. The catalyst class is: 5. (3) Reactant: Cl.[CH3:2][NH:3][O:4][CH3:5].CCN(C(C)C)C(C)C.C[Al](C)C.[F:19][C:20]1[CH:25]=[CH:24][CH:23]=[CH:22][C:21]=1[N:26]1[CH:31]=[C:30]([O:32][CH3:33])[C:29](=[O:34])[C:28]([C:35]([O:37]C)=O)=[N:27]1.Cl.[Na+].[Cl-]. Product: [F:19][C:20]1[CH:25]=[CH:24][CH:23]=[CH:22][C:21]=1[N:26]1[CH:31]=[C:30]([O:32][CH3:33])[C:29](=[O:34])[C:28]([C:35]([N:3]([O:4][CH3:5])[CH3:2])=[O:37])=[N:27]1. The catalyst class is: 2. (4) Reactant: [NH2:1][CH:2]1[CH2:7][CH2:6][CH2:5][CH:4]([C:8]([OH:10])=[O:9])[CH2:3]1.[OH-].[K+].[C:13](=[S:15])=[S:14].Cl[CH2:17][C:18](O)=[O:19]. Product: [O:19]=[C:18]1[CH2:17][S:14][C:13](=[S:15])[N:1]1[CH:2]1[CH2:7][CH2:6][CH2:5][CH:4]([C:8]([OH:10])=[O:9])[CH2:3]1. The catalyst class is: 6. (5) Reactant: [CH:1]1([C:4]2[C:5]([O:23][CH2:24][C:25]([F:28])([F:27])[F:26])=[CH:6][C:7]([C:10]([NH:12][C:13]([CH3:22])([C:16]3[N:20]=[C:19]([CH3:21])[O:18][N:17]=3)[CH:14]=O)=[O:11])=[N:8][CH:9]=2)[CH2:3][CH2:2]1.Cl.[F:30][C:31]1([F:35])[CH2:34][NH:33][CH2:32]1.C(N(CC)CC)C.C(O[BH-](OC(=O)C)OC(=O)C)(=O)C.[Na+]. Product: [CH:1]1([C:4]2[C:5]([O:23][CH2:24][C:25]([F:26])([F:28])[F:27])=[CH:6][C:7]([C:10]([NH:12][C:13]([C:16]3[N:20]=[C:19]([CH3:21])[O:18][N:17]=3)([CH3:22])[CH2:14][N:33]3[CH2:34][C:31]([F:35])([F:30])[CH2:32]3)=[O:11])=[N:8][CH:9]=2)[CH2:3][CH2:2]1. The catalyst class is: 4.